This data is from Peptide-MHC class II binding affinity with 134,281 pairs from IEDB. The task is: Regression. Given a peptide amino acid sequence and an MHC pseudo amino acid sequence, predict their binding affinity value. This is MHC class II binding data. The binding affinity (normalized) is 0.240. The MHC is DRB1_1101 with pseudo-sequence DRB1_1101. The peptide sequence is TDKMFFVKNPTDTGH.